From a dataset of Forward reaction prediction with 1.9M reactions from USPTO patents (1976-2016). Predict the product of the given reaction. (1) Given the reactants [O:1]1[CH2:6][CH2:5][CH:4]([N:7]2[CH2:12][CH2:11][NH:10][CH2:9][CH2:8]2)[CH2:3][CH2:2]1.[Cl:13][C:14]1[N:15]=[C:16]([N:25]2[CH2:30][CH2:29][O:28][CH2:27][CH2:26]2)[C:17]2[S:22][C:21]([CH:23]=O)=[CH:20][C:18]=2[N:19]=1, predict the reaction product. The product is: [Cl:13][C:14]1[N:15]=[C:16]([N:25]2[CH2:26][CH2:27][O:28][CH2:29][CH2:30]2)[C:17]2[S:22][C:21]([CH2:23][N:10]3[CH2:11][CH2:12][N:7]([CH:4]4[CH2:5][CH2:6][O:1][CH2:2][CH2:3]4)[CH2:8][CH2:9]3)=[CH:20][C:18]=2[N:19]=1. (2) Given the reactants [NH:1]1[C:9]2[C:4](=[CH:5][CH:6]=[CH:7][C:8]=2[CH:10]=O)[CH:3]=[CH:2]1.[CH3:12][NH:13][CH:14]1[C:23]2[N:22]=[CH:21][CH:20]=[CH:19][C:18]=2[CH2:17][CH2:16][CH2:15]1.C(O[BH-](OC(=O)C)OC(=O)C)(=O)C.[Na+].C(=O)(O)[O-].[Na+], predict the reaction product. The product is: [NH:1]1[C:9]2[C:4](=[CH:5][CH:6]=[CH:7][C:8]=2[CH2:10][N:13]([CH3:12])[CH:14]2[C:23]3[N:22]=[CH:21][CH:20]=[CH:19][C:18]=3[CH2:17][CH2:16][CH2:15]2)[CH:3]=[CH:2]1. (3) Given the reactants [CH2:1]([NH:8][CH2:9][C:10]1[CH:44]=[CH:43][C:13]([CH2:14][N:15]([CH2:31][CH2:32][CH2:33][CH2:34][NH:35]C(=O)OC(C)(C)C)[C:16]([NH:18][C@H:19]([C:21]2[C:30]3[C:25](=[CH:26][CH:27]=[CH:28][CH:29]=3)[CH:24]=[CH:23][CH:22]=2)[CH3:20])=[O:17])=[CH:12][CH:11]=1)[C:2]1[CH:7]=[CH:6][CH:5]=[CH:4][CH:3]=1.S(Cl)(Cl)=O.C1(N)C(F)=C(F)C(F)=C(N)C=1F.Cl.Cl, predict the reaction product. The product is: [NH2:35][CH2:34][CH2:33][CH2:32][CH2:31][N:15]([CH2:14][C:13]1[CH:12]=[CH:11][C:10]([CH2:9][NH:8][CH2:1][C:2]2[CH:3]=[CH:4][CH:5]=[CH:6][CH:7]=2)=[CH:44][CH:43]=1)[C:16]([NH:18][C@H:19]([C:21]1[C:30]2[C:25](=[CH:26][CH:27]=[CH:28][CH:29]=2)[CH:24]=[CH:23][CH:22]=1)[CH3:20])=[O:17]. (4) Given the reactants CON(C)[C:4]([CH:6]1[CH2:8][CH:7]1[C:9]1[CH:14]=[CH:13][CH:12]=[C:11]([F:15])[CH:10]=1)=[O:5].[OH2:17].[OH-].[Na+], predict the reaction product. The product is: [F:15][C:11]1[CH:10]=[C:9]([CH:7]2[CH2:8][CH:6]2[C:4]([OH:17])=[O:5])[CH:14]=[CH:13][CH:12]=1. (5) Given the reactants [NH2:1][C:2]1[CH:3]=[C:4]([CH:16]=[CH:17][C:18]=1[Cl:19])[CH:5]=[C:6]1[C:14]2[C:9](=[CH:10][CH:11]=[CH:12][CH:13]=2)[C:8](=O)[O:7]1.O.[NH2:21][NH2:22], predict the reaction product. The product is: [NH2:1][C:2]1[CH:3]=[C:4]([CH:16]=[CH:17][C:18]=1[Cl:19])[CH2:5][C:6]1[C:14]2[C:9](=[CH:10][CH:11]=[CH:12][CH:13]=2)[C:8](=[O:7])[NH:22][N:21]=1. (6) Given the reactants [C:1]1([C:11]2[CH:16]=[CH:15][CH:14]=[CH:13][CH:12]=2)[CH:6]=[CH:5][C:4]([C:7]([NH:9][NH2:10])=[O:8])=[CH:3][CH:2]=1.C(N(CC)C(C)C)(C)C.[C:26]1([S:32](Cl)(=[O:34])=[O:33])[CH:31]=[CH:30][CH:29]=[CH:28][CH:27]=1.CN(C=O)C, predict the reaction product. The product is: [C:26]1([S:32]([NH:10][NH:9][C:7]([C:4]2[CH:5]=[CH:6][C:1]([C:11]3[CH:12]=[CH:13][CH:14]=[CH:15][CH:16]=3)=[CH:2][CH:3]=2)=[O:8])(=[O:34])=[O:33])[CH:31]=[CH:30][CH:29]=[CH:28][CH:27]=1. (7) Given the reactants [C:1]([N:5]1[CH2:8][CH:7]([OH:9])[CH2:6]1)([CH3:4])([CH3:3])[CH3:2].C(N(CC)CC)C.CS(OCl)(=O)=O.[Br:23][C:24]1[CH:25]=[CH:26][C:27]([O:31][CH2:32][C:33]2[CH:38]=[CH:37][CH:36]=[C:35]([F:39])[CH:34]=2)=[C:28](O)[CH:29]=1.C([O-])([O-])=O.[K+].[K+], predict the reaction product. The product is: [Br:23][C:24]1[CH:29]=[CH:28][C:27]([O:31][CH2:32][C:33]2[CH:38]=[CH:37][CH:36]=[C:35]([F:39])[CH:34]=2)=[C:26]([CH:25]=1)[O:9][CH:7]1[CH2:8][N:5]([C:1]([CH3:4])([CH3:3])[CH3:2])[CH2:6]1.